Dataset: NCI-60 drug combinations with 297,098 pairs across 59 cell lines. Task: Regression. Given two drug SMILES strings and cell line genomic features, predict the synergy score measuring deviation from expected non-interaction effect. (1) Drug 1: CC1=CC2C(CCC3(C2CCC3(C(=O)C)OC(=O)C)C)C4(C1=CC(=O)CC4)C. Drug 2: C1C(C(OC1N2C=C(C(=O)NC2=O)F)CO)O. Cell line: SR. Synergy scores: CSS=65.7, Synergy_ZIP=11.4, Synergy_Bliss=7.08, Synergy_Loewe=-10.3, Synergy_HSA=7.00. (2) Drug 2: C1C(C(OC1N2C=NC3=C2NC=NCC3O)CO)O. Cell line: IGROV1. Drug 1: CN1C(=O)N2C=NC(=C2N=N1)C(=O)N. Synergy scores: CSS=0.566, Synergy_ZIP=5.32, Synergy_Bliss=0.292, Synergy_Loewe=1.01, Synergy_HSA=0.218. (3) Drug 1: CC1C(C(=O)NC(C(=O)N2CCCC2C(=O)N(CC(=O)N(C(C(=O)O1)C(C)C)C)C)C(C)C)NC(=O)C3=C4C(=C(C=C3)C)OC5=C(C(=O)C(=C(C5=N4)C(=O)NC6C(OC(=O)C(N(C(=O)CN(C(=O)C7CCCN7C(=O)C(NC6=O)C(C)C)C)C)C(C)C)C)N)C. Drug 2: C1=NC(=NC(=O)N1C2C(C(C(O2)CO)O)O)N. Cell line: RPMI-8226. Synergy scores: CSS=66.1, Synergy_ZIP=6.19, Synergy_Bliss=7.22, Synergy_Loewe=7.59, Synergy_HSA=8.69. (4) Drug 1: COC1=CC(=CC(=C1O)OC)C2C3C(COC3=O)C(C4=CC5=C(C=C24)OCO5)OC6C(C(C7C(O6)COC(O7)C8=CC=CS8)O)O. Drug 2: B(C(CC(C)C)NC(=O)C(CC1=CC=CC=C1)NC(=O)C2=NC=CN=C2)(O)O. Cell line: SR. Synergy scores: CSS=32.3, Synergy_ZIP=-4.57, Synergy_Bliss=-9.12, Synergy_Loewe=-10.0, Synergy_HSA=-5.44. (5) Drug 1: CN1CCC(CC1)COC2=C(C=C3C(=C2)N=CN=C3NC4=C(C=C(C=C4)Br)F)OC. Drug 2: COCCOC1=C(C=C2C(=C1)C(=NC=N2)NC3=CC=CC(=C3)C#C)OCCOC.Cl. Cell line: UO-31. Synergy scores: CSS=27.9, Synergy_ZIP=-8.70, Synergy_Bliss=0.531, Synergy_Loewe=4.90, Synergy_HSA=6.25.